This data is from Full USPTO retrosynthesis dataset with 1.9M reactions from patents (1976-2016). The task is: Predict the reactants needed to synthesize the given product. Given the product [Cl:41][C:38]1[C:39]2[C:34](=[CH:33][CH:32]=[C:31]([CH2:30][N:27]3[CH2:28][CH2:29][C@H:25]([NH:24][S:19]([C:17]4[S:18][C:14]([C:10]5[CH:9]=[N:8][CH:13]=[CH:12][CH:11]=5)=[CH:15][CH:16]=4)(=[O:21])=[O:20])[C:26]3=[O:42])[CH:40]=2)[CH:35]=[CH:36][N:37]=1, predict the reactants needed to synthesize it. The reactants are: C(N(CC)CC)C.[N:8]1[CH:13]=[CH:12][CH:11]=[C:10]([C:14]2[S:18][C:17]([S:19](Cl)(=[O:21])=[O:20])=[CH:16][CH:15]=2)[CH:9]=1.Cl.[NH2:24][C@H:25]1[CH2:29][CH2:28][N:27]([CH2:30][C:31]2[CH:40]=[C:39]3[C:34]([CH:35]=[CH:36][N:37]=[C:38]3[Cl:41])=[CH:33][CH:32]=2)[C:26]1=[O:42].